This data is from Reaction yield outcomes from USPTO patents with 853,638 reactions. The task is: Predict the reaction yield, written as a fraction of the theoretical maximum amount of product (1.0 means a 100% yield; for example, 0.34 means a 34% yield). (1) The reactants are Br[C:2]1[CH:3]=[C:4]([CH:9]=[CH:10][C:11]=1[CH2:12][NH:13][CH:14]([C:17]1[CH:22]=[CH:21][CH:20]=[CH:19][C:18]=1[C:23]([F:26])([F:25])[F:24])[CH2:15][OH:16])[C:5]([O:7][CH3:8])=[O:6].C([O-])([O-])=O.[K+].[K+]. The catalyst is C(O)(C)C.[Cu]I. The product is [F:24][C:23]([F:26])([F:25])[C:18]1[CH:19]=[CH:20][CH:21]=[CH:22][C:17]=1[CH:14]1[NH:13][CH2:12][C:11]2[CH:10]=[CH:9][C:4]([C:5]([O:7][CH3:8])=[O:6])=[CH:3][C:2]=2[O:16][CH2:15]1. The yield is 0.340. (2) The reactants are C[N:2]1[CH2:7][CH:6]=[C:5]([CH:8]([CH3:14])[C:9]([O:11]CC)=[O:10])[CH2:4][CH2:3]1.[OH-].[Na+].[C:17](O)(C(F)(F)F)=O. No catalyst specified. The product is [CH3:17][C:8]([C:5]1[CH2:4][CH2:3][NH:2][CH2:7][CH:6]=1)([CH3:14])[C:9]([OH:11])=[O:10]. The yield is 0.800.